This data is from Reaction yield outcomes from USPTO patents with 853,638 reactions. The task is: Predict the reaction yield, written as a fraction of the theoretical maximum amount of product (1.0 means a 100% yield; for example, 0.34 means a 34% yield). (1) The reactants are [F:1][C:2]1[CH:8]=[C:7](I)[CH:6]=[CH:5][C:3]=1[NH2:4].[CH3:10][C:11]1[CH:15]=[CH:14][NH:13][N:12]=1.C([O-])([O-])=O.[Cs+].[Cs+].N[C@@H]1CCCC[C@H]1N. The catalyst is [Cu]I. The product is [F:1][C:2]1[CH:8]=[C:7]([N:13]2[CH:14]=[CH:15][C:11]([CH3:10])=[N:12]2)[CH:6]=[CH:5][C:3]=1[NH2:4]. The yield is 0.380. (2) The reactants are [Cl:1][C:2]1[CH:3]=[C:4]([N:10]2[CH:22]([CH:23]3[CH2:27][CH2:26][CH2:25][CH2:24]3)[CH:21]3[C:12]([C:13]4[CH:14]=[CH:15][C:16]([C:28]([OH:30])=O)=[N:17][C:18]=4[CH2:19][CH2:20]3)=[N:11]2)[CH:5]=[CH:6][C:7]=1[C:8]#[N:9].Cl.[O:32]1[CH2:36][CH2:35][C@H:34]([NH2:37])[CH2:33]1.CCN(C(C)C)C(C)C.CN(C(ON1N=NC2C=CC=NC1=2)=[N+](C)C)C.F[P-](F)(F)(F)(F)F. The catalyst is ClCCl.CN(C=O)C. The product is [Cl:1][C:2]1[CH:3]=[C:4]([N:10]2[CH:22]([CH:23]3[CH2:27][CH2:26][CH2:25][CH2:24]3)[CH:21]3[C:12]([C:13]4[CH:14]=[CH:15][C:16]([C:28]([NH:37][C@H:34]5[CH2:35][CH2:36][O:32][CH2:33]5)=[O:30])=[N:17][C:18]=4[CH2:19][CH2:20]3)=[N:11]2)[CH:5]=[CH:6][C:7]=1[C:8]#[N:9]. The yield is 0.741. (3) The reactants are [Br:1][C:2]1[CH:3]=[C:4]([NH:23][CH2:24][C:25]2[CH:30]=C[CH:28]=[CH:27][N:26]=2)[CH:5]=[C:6]2[C:11]=1[N:10]=[CH:9][C:8]([C:12]#[N:13])=[C:7]2[NH:14][C:15]1[CH:20]=[CH:19][C:18]([F:21])=[C:17]([Cl:22])[CH:16]=1.CC1[NH:33]C(C=O)=CN=1.[BH3-]C#N.[Na+]. The catalyst is C1COCC1.CO. The product is [Br:1][C:2]1[CH:3]=[C:4]([NH:23][CH2:24][C:25]2[NH:26][C:27]([CH3:28])=[N:33][CH:30]=2)[CH:5]=[C:6]2[C:11]=1[N:10]=[CH:9][C:8]([C:12]#[N:13])=[C:7]2[NH:14][C:15]1[CH:20]=[CH:19][C:18]([F:21])=[C:17]([Cl:22])[CH:16]=1. The yield is 0.640. (4) The reactants are Cl[C:2]1[C:7]([Cl:8])=[CH:6][CH:5]=[CH:4][N:3]=1.ClCCl.[CH3:12][N:13](C)C=O. The catalyst is C(OCC)(=O)C.[C-]#N.[Zn+2].[C-]#N.[Zn].Cl[Pd]Cl.C1(P(C2C=CC=CC=2)[C-]2C=CC=C2)C=CC=CC=1.[C-]1(P(C2C=CC=CC=2)C2C=CC=CC=2)C=CC=C1.[Fe+2]. The product is [C:12]([C:2]1[C:7]([Cl:8])=[CH:6][CH:5]=[CH:4][N:3]=1)#[N:13]. The yield is 0.760. (5) The reactants are [NH2:1][C:2]1[O:10][C:9]2[C:4](=[N:5][CH:6]=[C:7]([Br:11])[CH:8]=2)[C:3]=1[C:12]([O:14][CH2:15][CH3:16])=[O:13].[CH3:17][C:18]([O:21][C:22](O[C:22]([O:21][C:18]([CH3:20])([CH3:19])[CH3:17])=[O:23])=[O:23])([CH3:20])[CH3:19]. The catalyst is CN(C1C=CN=CC=1)C.CC#N. The product is [Br:11][C:7]1[CH:8]=[C:9]2[O:10][C:2]([NH:1][C:22]([O:21][C:18]([CH3:20])([CH3:19])[CH3:17])=[O:23])=[C:3]([C:12]([O:14][CH2:15][CH3:16])=[O:13])[C:4]2=[N:5][CH:6]=1. The yield is 0.850. (6) The reactants are Cl.[CH3:2][C:3]1[O:4][C:5]2[C:14]3[CH:13]([CH2:15][CH2:16][NH2:17])[CH2:12][CH2:11][C:10]=3[CH:9]=[CH:8][C:6]=2[N:7]=1.C(N(CC)CC)C.[F:25][C:26]([F:37])([F:36])[C:27](O[C:27](=[O:28])[C:26]([F:37])([F:36])[F:25])=[O:28].C(=O)([O-])O.[Na+]. The catalyst is O1CCCC1. The product is [F:25][C:26]([F:37])([F:36])[C:27]([NH:17][CH2:16][CH2:15][CH:13]1[C:14]2[C:5]3[O:4][C:3]([CH3:2])=[N:7][C:6]=3[CH:8]=[CH:9][C:10]=2[CH2:11][CH2:12]1)=[O:28]. The yield is 0.130. (7) The reactants are Br[C:2]1[C:3]([NH:9][CH:10]2[CH2:13][CH2:12][CH2:11]2)=[N:4][C:5]([Cl:8])=[N:6][CH:7]=1.[CH3:14][N:15]1[CH:19]=[CH:18][C:17](B2OC(C)(C)C(C)(C)O2)=[N:16]1.C(=O)([O-])[O-].[K+].[K+].O1CCOCC1. The catalyst is C1(C=CC=CC=1)[P](C1C=CC=CC=1)(C1C=CC=CC=1)[Pd][P](C1C=CC=CC=1)(C1C=CC=CC=1)C1C=CC=CC=1.O. The product is [Cl:8][C:5]1[N:4]=[C:3]([NH:9][CH:10]2[CH2:13][CH2:12][CH2:11]2)[C:2]([C:17]2[CH:18]=[CH:19][N:15]([CH3:14])[N:16]=2)=[CH:7][N:6]=1. The yield is 0.300.